Dataset: Full USPTO retrosynthesis dataset with 1.9M reactions from patents (1976-2016). Task: Predict the reactants needed to synthesize the given product. (1) Given the product [CH2:1]([O:2][C:3]([C:5]1[CH:6]=[C:7]2[C:12](=[CH:13][CH:14]=1)[NH:11][CH:10]([C:15]1[CH:16]=[C:17]([N:25]3[CH2:30][CH2:29][NH:28][CH2:27][CH2:26]3)[CH:18]=[C:19]([F:21])[CH:20]=1)[C:9]([CH3:24])([CH3:23])[CH2:8]2)=[O:4])[CH3:32], predict the reactants needed to synthesize it. The reactants are: [CH3:1][O:2][C:3]([C:5]1[CH:6]=[C:7]2[C:12](=[CH:13][CH:14]=1)[NH:11][CH:10]([C:15]1[CH:20]=[C:19]([F:21])[CH:18]=[C:17](Br)[CH:16]=1)[C:9]([CH3:24])([CH3:23])[CH2:8]2)=[O:4].[NH:25]1[CH2:30][CH2:29][NH:28][CH2:27][CH2:26]1.N1CCC[C@H:32]1C(O)=O.[OH-].[K+].[Cl-].[NH4+]. (2) Given the product [F:36][C:29]1[CH:30]=[CH:31][CH:32]=[C:33]([O:34][CH3:35])[C:28]=1[CH2:27][N:23]1[CH2:24][CH2:25][CH2:26][CH:21]([NH:20][C:17]([C:14]2[CH:15]=[C:16]3[C:11](=[CH:12][CH:13]=2)[NH:10][N:9]=[C:8]3[C:6]2[CH:5]=[CH:4][N:3]=[C:2]([CH3:1])[CH:7]=2)=[O:19])[C:22]1=[O:37], predict the reactants needed to synthesize it. The reactants are: [CH3:1][C:2]1[CH:7]=[C:6]([C:8]2[C:16]3[C:11](=[CH:12][CH:13]=[C:14]([C:17]([OH:19])=O)[CH:15]=3)[NH:10][N:9]=2)[CH:5]=[CH:4][N:3]=1.[NH2:20][CH:21]1[CH2:26][CH2:25][CH2:24][N:23]([CH2:27][C:28]2[C:33]([O:34][CH3:35])=[CH:32][CH:31]=[CH:30][C:29]=2[F:36])[C:22]1=[O:37].C(N=C=NCCCN(C)C)C.OC1C2N=NNC=2C=CC=1.C(N(CC)C(C)C)(C)C.